Dataset: NCI-60 drug combinations with 297,098 pairs across 59 cell lines. Task: Regression. Given two drug SMILES strings and cell line genomic features, predict the synergy score measuring deviation from expected non-interaction effect. Drug 1: CC12CCC3C(C1CCC2O)C(CC4=C3C=CC(=C4)O)CCCCCCCCCS(=O)CCCC(C(F)(F)F)(F)F. Drug 2: CC1C(C(CC(O1)OC2CC(CC3=C2C(=C4C(=C3O)C(=O)C5=CC=CC=C5C4=O)O)(C(=O)C)O)N)O. Cell line: PC-3. Synergy scores: CSS=50.2, Synergy_ZIP=-0.370, Synergy_Bliss=0.441, Synergy_Loewe=-6.33, Synergy_HSA=1.99.